Dataset: Catalyst prediction with 721,799 reactions and 888 catalyst types from USPTO. Task: Predict which catalyst facilitates the given reaction. (1) Reactant: [F:1][C:2]1[CH:7]=[CH:6][C:5]([CH2:8][C:9]#[N:10])=[CH:4][CH:3]=1.C[Si]([N-][Si](C)(C)C)(C)C.[K+].ClC1C=CC(S[C:29]([C:31]2[CH:36]=[CH:35][CH:34]=[C:33]([C:37]([F:40])([F:39])[F:38])[N:32]=2)=[O:30])=CC=1.C(O)(=O)CC(CC(O)=O)(C(O)=O)O. Product: [F:1][C:2]1[CH:7]=[CH:6][C:5]([CH:8]([C:29](=[O:30])[C:31]2[CH:36]=[CH:35][CH:34]=[C:33]([C:37]([F:39])([F:38])[F:40])[N:32]=2)[C:9]#[N:10])=[CH:4][CH:3]=1. The catalyst class is: 595. (2) Reactant: [Cl:1][C:2]1[CH:3]=[C:4]([CH2:8][O:9][C:10]2[CH:19]=[C:18]3[C:13]([CH:14]=[C:15]([C:20]([O:22][CH2:23]C)=[O:21])[CH:16]=[N:17]3)=[CH:12][CH:11]=2)[CH:5]=[CH:6][CH:7]=1.C([O-])([O-])=O.[K+].[K+]. Product: [Cl:1][C:2]1[CH:3]=[C:4]([CH:5]=[CH:6][CH:7]=1)[CH2:8][O:9][C:10]1[CH:19]=[C:18]2[C:13]([CH:14]=[C:15]([C:20]([O:22][CH3:23])=[O:21])[CH:16]=[N:17]2)=[CH:12][CH:11]=1. The catalyst class is: 92. (3) Reactant: [C:1]([C:3]1[CH:8]=[CH:7][C:6]([OH:9])=[CH:5][CH:4]=1)#[N:2].C(N(CC)CC)C.[CH2:17](Br)[CH:18]([CH3:20])[CH3:19]. Product: [CH2:17]([O:9][C:6]1[CH:7]=[CH:8][C:3]([C:1]#[N:2])=[CH:4][CH:5]=1)[CH:18]([CH3:20])[CH3:19]. The catalyst class is: 18. (4) Reactant: [CH2:1]([O:3][C:4]1[CH:5]=[C:6]([C:13]([O:21]C)(OC)[CH2:14][CH2:15][C:16]([O-:18])=O)[CH:7]=[CH:8][C:9]=1[O:10][CH2:11][CH3:12])[CH3:2].[K+].ClC1C=C(Cl)C=C(Cl)C=1C(Cl)=O.[CH2:36]([O:40][CH2:41][CH2:42][O:43][C:44]1[CH:49]=[C:48]([C:50]2[CH:55]=[CH:54][CH:53]=[CH:52][CH:51]=2)[N:47]=[C:46]([NH2:56])[CH:45]=1)[CH2:37][CH2:38][CH3:39].Cl. Product: [CH2:36]([O:40][CH2:41][CH2:42][O:43][C:44]1[CH:49]=[C:48]([C:50]2[CH:55]=[CH:54][CH:53]=[CH:52][CH:51]=2)[N:47]=[C:46]([NH:56][C:16](=[O:18])[CH2:15][CH2:14][C:13]([C:6]2[CH:7]=[CH:8][C:9]([O:10][CH2:11][CH3:12])=[C:4]([O:3][CH2:1][CH3:2])[CH:5]=2)=[O:21])[CH:45]=1)[CH2:37][CH2:38][CH3:39]. The catalyst class is: 531. (5) Reactant: C([O:5][C:6](=[O:37])[C@H:7]([CH2:29][C:30]1[CH:35]=[CH:34][C:33]([OH:36])=[CH:32][CH:31]=1)[NH:8][C:9]1[C:13]([N:14]([CH2:21][CH2:22][CH2:23][CH2:24][CH2:25][CH3:26])[CH2:15][CH2:16][CH2:17][CH2:18][CH2:19][CH3:20])=[N:12][S:11](=[O:28])(=[O:27])[N:10]=1)(C)(C)C. Product: [CH2:15]([N:14]([C:13]1[C:9]([NH:8][C@H:7]([C:6]([OH:37])=[O:5])[CH2:29][C:30]2[CH:35]=[CH:34][C:33]([OH:36])=[CH:32][CH:31]=2)=[N:10][S:11](=[O:27])(=[O:28])[N:12]=1)[CH2:21][CH2:22][CH2:23][CH2:24][CH2:25][CH3:26])[CH2:16][CH2:17][CH2:18][CH2:19][CH3:20]. The catalyst class is: 106. (6) Reactant: C(OC(=O)[NH:7][C:8]1[CH2:9][O:10][CH2:11][CH2:12][C:13]([C:19]2[CH:24]=[C:23]([NH:25][C:26]([C:28]3[CH:33]=[CH:32][C:31]([C:34]#[N:35])=[CH:30][N:29]=3)=[O:27])[CH:22]=[CH:21][C:20]=2[F:36])([C:15]([F:18])([F:17])[F:16])[N:14]=1)(C)(C)C.[Cl:38]CCl. Product: [ClH:38].[NH2:7][C:8]1[CH2:9][O:10][CH2:11][CH2:12][C:13]([C:19]2[CH:24]=[C:23]([NH:25][C:26]([C:28]3[CH:33]=[CH:32][C:31]([C:34]#[N:35])=[CH:30][N:29]=3)=[O:27])[CH:22]=[CH:21][C:20]=2[F:36])([C:15]([F:18])([F:17])[F:16])[N:14]=1. The catalyst class is: 55. (7) Reactant: C([N:8](CC1C=CC=CC=1)[C@@H:9]1[C:15](=[O:16])[NH:14][C:13]2[CH:17]=[C:18]([F:21])[CH:19]=[CH:20][C:12]=2[O:11][C:10]1([CH3:23])[CH3:22])C1C=CC=CC=1. Product: [NH2:8][C@@H:9]1[C:15](=[O:16])[NH:14][C:13]2[CH:17]=[C:18]([F:21])[CH:19]=[CH:20][C:12]=2[O:11][C:10]1([CH3:23])[CH3:22]. The catalyst class is: 19. (8) Reactant: [NH2:1][C:2]1[N:3]=[C:4]([N:20]2[CH2:25][CH2:24][NH:23][CH2:22][CH2:21]2)[C:5]2[N:10]=[C:9]([CH2:11][CH2:12][C:13]3[CH:18]=[CH:17][C:16]([F:19])=[CH:15][CH:14]=3)[S:8][C:6]=2[N:7]=1.[N+:26]([C:29]1[CH:30]=[C:31]([CH:37]=[CH:38][CH:39]=1)[O:32][CH2:33][C:34](O)=[O:35])([O-:28])=[O:27].CN(C(ON1N=NC2C=CC=CC1=2)=[N+](C)C)C.[B-](F)(F)(F)F.C(N(C(C)C)CC)(C)C. Product: [NH2:1][C:2]1[N:3]=[C:4]([N:20]2[CH2:25][CH2:24][N:23]([C:34](=[O:35])[CH2:33][O:32][C:31]3[CH:37]=[CH:38][CH:39]=[C:29]([N+:26]([O-:28])=[O:27])[CH:30]=3)[CH2:22][CH2:21]2)[C:5]2[N:10]=[C:9]([CH2:11][CH2:12][C:13]3[CH:18]=[CH:17][C:16]([F:19])=[CH:15][CH:14]=3)[S:8][C:6]=2[N:7]=1. The catalyst class is: 3.